From a dataset of NCI-60 drug combinations with 297,098 pairs across 59 cell lines. Regression. Given two drug SMILES strings and cell line genomic features, predict the synergy score measuring deviation from expected non-interaction effect. (1) Drug 1: CC1=C(C=C(C=C1)NC2=NC=CC(=N2)N(C)C3=CC4=NN(C(=C4C=C3)C)C)S(=O)(=O)N.Cl. Drug 2: CCCCCOC(=O)NC1=NC(=O)N(C=C1F)C2C(C(C(O2)C)O)O. Cell line: EKVX. Synergy scores: CSS=0.954, Synergy_ZIP=3.46, Synergy_Bliss=5.49, Synergy_Loewe=2.91, Synergy_HSA=1.67. (2) Drug 1: CS(=O)(=O)OCCCCOS(=O)(=O)C. Drug 2: C1=NNC2=C1C(=O)NC=N2. Cell line: HOP-92. Synergy scores: CSS=14.7, Synergy_ZIP=5.38, Synergy_Bliss=7.51, Synergy_Loewe=8.64, Synergy_HSA=7.52. (3) Drug 1: CN1CCC(CC1)COC2=C(C=C3C(=C2)N=CN=C3NC4=C(C=C(C=C4)Br)F)OC. Drug 2: CC12CCC3C(C1CCC2=O)CC(=C)C4=CC(=O)C=CC34C. Cell line: HOP-62. Synergy scores: CSS=16.7, Synergy_ZIP=0.192, Synergy_Bliss=2.53, Synergy_Loewe=-4.08, Synergy_HSA=2.47. (4) Drug 1: C1=CC(=CC=C1CC(C(=O)O)N)N(CCCl)CCCl.Cl. Drug 2: CC1=CC=C(C=C1)C2=CC(=NN2C3=CC=C(C=C3)S(=O)(=O)N)C(F)(F)F. Cell line: SF-295. Synergy scores: CSS=12.4, Synergy_ZIP=-5.49, Synergy_Bliss=-1.78, Synergy_Loewe=-9.02, Synergy_HSA=-1.30. (5) Drug 1: CC1CCC2CC(C(=CC=CC=CC(CC(C(=O)C(C(C(=CC(C(=O)CC(OC(=O)C3CCCCN3C(=O)C(=O)C1(O2)O)C(C)CC4CCC(C(C4)OC)O)C)C)O)OC)C)C)C)OC. Drug 2: CN(C(=O)NC(C=O)C(C(C(CO)O)O)O)N=O. Cell line: SNB-19. Synergy scores: CSS=19.8, Synergy_ZIP=-6.26, Synergy_Bliss=-3.05, Synergy_Loewe=-89.9, Synergy_HSA=-3.08. (6) Drug 1: C1CCC(C1)C(CC#N)N2C=C(C=N2)C3=C4C=CNC4=NC=N3. Drug 2: CC1=C(C(CCC1)(C)C)C=CC(=CC=CC(=CC(=O)O)C)C. Cell line: SK-MEL-5. Synergy scores: CSS=-12.2, Synergy_ZIP=8.96, Synergy_Bliss=0.391, Synergy_Loewe=-17.3, Synergy_HSA=-17.5.